From a dataset of Full USPTO retrosynthesis dataset with 1.9M reactions from patents (1976-2016). Predict the reactants needed to synthesize the given product. (1) The reactants are: [NH2:1][C:2]1[C:3]([CH2:10][C:11]([CH:13]2[CH2:15][CH2:14]2)=O)=[C:4]([CH:7]=[CH:8][CH:9]=1)[C:5]#[N:6].[CH2:16]([NH:23][C:24]1[C:25]2[CH2:34][O:33][CH2:32][CH2:31][C:26]=2[N:27]=[C:28](Cl)[N:29]=1)[C:17]1[CH:22]=[CH:21][CH:20]=[CH:19][CH:18]=1.CC(C1C=C(C(C)C)C(C2C=CC=CC=2P(C2CCCCC2)C2CCCCC2)=C(C(C)C)C=1)C.C([O-])([O-])=O.[Cs+].[Cs+]. Given the product [CH2:16]([NH:23][C:24]1[C:25]2[CH2:34][O:33][CH2:32][CH2:31][C:26]=2[N:27]=[C:28]([N:1]2[C:2]3[CH:9]=[CH:8][CH:7]=[C:4]([C:5]#[N:6])[C:3]=3[CH:10]=[C:11]2[CH:13]2[CH2:15][CH2:14]2)[N:29]=1)[C:17]1[CH:18]=[CH:19][CH:20]=[CH:21][CH:22]=1, predict the reactants needed to synthesize it. (2) Given the product [CH:9]1([N:5]2[CH:6]=[CH:7][C:2]([I:1])=[CH:3][C:4]2=[O:8])[CH2:11][CH2:10]1, predict the reactants needed to synthesize it. The reactants are: [I:1][C:2]1[CH:7]=[CH:6][NH:5][C:4](=[O:8])[CH:3]=1.[CH:9]1(B(O)O)[CH2:11][CH2:10]1.C([O-])([O-])=O.[Na+].[Na+].